Regression. Given a peptide amino acid sequence and an MHC pseudo amino acid sequence, predict their binding affinity value. This is MHC class II binding data. From a dataset of Peptide-MHC class II binding affinity with 134,281 pairs from IEDB. (1) The peptide sequence is MMVLKIVRKMERYQL. The MHC is DRB1_0301 with pseudo-sequence DRB1_0301. The binding affinity (normalized) is 0.786. (2) The peptide sequence is TLWQRPIVTIKIGGQLKEAL. The MHC is DRB1_1201 with pseudo-sequence DRB1_1201. The binding affinity (normalized) is 0.384. (3) The peptide sequence is GVTCGPGHGISVGSL. The MHC is HLA-DQA10102-DQB10502 with pseudo-sequence HLA-DQA10102-DQB10502. The binding affinity (normalized) is 0. (4) The peptide sequence is QIHQYIMALREEYFD. The MHC is DRB1_1101 with pseudo-sequence DRB1_1101. The binding affinity (normalized) is 0.476. (5) The peptide sequence is VFRLKGGAPIKGVTF. The MHC is DRB1_1501 with pseudo-sequence DRB1_1501. The binding affinity (normalized) is 0.578. (6) The binding affinity (normalized) is 0.568. The peptide sequence is MNIKLQMPLYVAGYK. The MHC is HLA-DPA10201-DPB10101 with pseudo-sequence HLA-DPA10201-DPB10101. (7) The peptide sequence is KKAAAAAKAAAAAK. The MHC is H-2-IAs with pseudo-sequence H-2-IAs. The binding affinity (normalized) is 0.122.